This data is from Forward reaction prediction with 1.9M reactions from USPTO patents (1976-2016). The task is: Predict the product of the given reaction. (1) Given the reactants [F:1][C:2]1[CH:3]=[C:4]2[C:8](=[CH:9][CH:10]=1)[NH:7][C:6](=[O:11])[CH:5]2[CH2:12][CH2:13][CH2:14][CH2:15]OS(C)(=O)=O.[Cl:21][C:22]1[CH:23]=[C:24]([N:29]2[CH2:34][CH2:33][NH:32][CH2:31][CH2:30]2)[CH:25]=[CH:26][C:27]=1[Cl:28], predict the reaction product. The product is: [Cl:21][C:22]1[CH:23]=[C:24]([N:29]2[CH2:34][CH2:33][N:32]([CH2:15][CH2:14][CH2:13][CH2:12][CH:5]3[C:4]4[C:8](=[CH:9][CH:10]=[C:2]([F:1])[CH:3]=4)[NH:7][C:6]3=[O:11])[CH2:31][CH2:30]2)[CH:25]=[CH:26][C:27]=1[Cl:28]. (2) Given the reactants [N+:1]([C:4]1[CH:5]=[CH:6][C:7]2[O:12][C@@:11]([CH3:18])([CH:13]([O:16][CH3:17])[O:14][CH3:15])[C@@H:10]3[O:19][C@@H:9]3[C:8]=2[CH:20]=1)([O-:3])=[O:2].[CH3:21][C:22]1[C:27]([CH3:28])=[CH:26][CH:25]=[CH:24][C:23]=1[NH:29][CH2:30][C:31]1[NH:32][CH:33]=[CH:34][N:35]=1, predict the reaction product. The product is: [N+:1]([C:4]1[CH:5]=[CH:6][C:7]2[O:12][C@@:11]([CH3:18])([CH:13]([O:16][CH3:17])[O:14][CH3:15])[C@H:10]([OH:19])[C@@H:9]([N:29]([C:23]3[CH:24]=[CH:25][CH:26]=[C:27]([CH3:28])[C:22]=3[CH3:21])[CH2:30][C:31]3[NH:35][CH:34]=[CH:33][N:32]=3)[C:8]=2[CH:20]=1)([O-:3])=[O:2]. (3) The product is: [CH2:1]([O:8][C:9]1[CH:14]=[CH:13][C:12]([C:15]2[NH:37][C:18]3=[N:19][C:20]([N:23]4[CH2:28][CH2:27][NH:26][CH2:25][C:24]4=[O:36])=[CH:21][CH:22]=[C:17]3[N:16]=2)=[CH:11][CH:10]=1)[C:2]1[CH:3]=[CH:4][CH:5]=[CH:6][CH:7]=1. Given the reactants [CH2:1]([O:8][C:9]1[CH:14]=[CH:13][C:12]([C:15]2[N:37](COCC[Si](C)(C)C)[C:18]3=[N:19][C:20]([N:23]4[CH2:28][CH2:27][N:26](C(OC(C)(C)C)=O)[CH2:25][C:24]4=[O:36])=[CH:21][CH:22]=[C:17]3[N:16]=2)=[CH:11][CH:10]=1)[C:2]1[CH:7]=[CH:6][CH:5]=[CH:4][CH:3]=1.C(O)(C(F)(F)F)=O.[OH-].[Na+], predict the reaction product.